Dataset: Forward reaction prediction with 1.9M reactions from USPTO patents (1976-2016). Task: Predict the product of the given reaction. (1) Given the reactants [F:1][C:2]1[CH:3]=[C:4]2[C:9](=[CH:10][CH:11]=1)[O:8][CH:7]=[CH:6][C:5]2=[O:12].Cl.[NH2:14]O, predict the reaction product. The product is: [F:1][C:2]1[CH:11]=[CH:10][C:9]([OH:8])=[C:4]([C:5]2[O:12][N:14]=[CH:7][CH:6]=2)[CH:3]=1. (2) Given the reactants Cl.COC1C=CC(C[NH:9][C:10]2[CH:15]=[C:14]([NH:16][CH2:17][CH2:18][O:19][CH3:20])[C:13]([C:21]([F:24])([F:23])[F:22])=[CH:12][N:11]=2)=CC=1.C([O-])(O)=O.[Na+], predict the reaction product. The product is: [CH3:20][O:19][CH2:18][CH2:17][NH:16][C:14]1[C:13]([C:21]([F:24])([F:22])[F:23])=[CH:12][N:11]=[C:10]([NH2:9])[CH:15]=1.